From a dataset of Catalyst prediction with 721,799 reactions and 888 catalyst types from USPTO. Predict which catalyst facilitates the given reaction. (1) Reactant: [Cl:1][C:2]1[C:8]([Cl:9])=[CH:7][CH:6]=[C:5]([N+:10]([O-:12])=[O:11])[C:3]=1[NH2:4].[OH-].[Na+].[Cl-].[C:16]([NH3+])(C)(C)C.S(OC)(OC)(=O)=O. Product: [Cl:1][C:2]1[C:8]([Cl:9])=[CH:7][CH:6]=[C:5]([N+:10]([O-:12])=[O:11])[C:3]=1[NH:4][CH3:16]. The catalyst class is: 11. (2) The catalyst class is: 11. Product: [CH2:22]([O:21][P:20]([C:2]([F:19])([F:1])[CH2:3][CH2:4][O:5][CH2:6][CH2:7][O:8][C:9]1[CH:14]=[CH:13][C:12](/[CH:15]=[C:39](\[C:40](=[O:41])[CH3:42])/[C:38]([O:44][CH2:45][CH3:46])=[O:43])=[C:11]([O:17][CH3:18])[CH:10]=1)([O:24][CH2:25][CH3:26])=[O:27])[CH3:23]. Reactant: [F:1][C:2]([P:20](=[O:27])([O:24][CH2:25][CH3:26])[O:21][CH2:22][CH3:23])([F:19])[CH2:3][CH2:4][O:5][CH2:6][CH2:7][O:8][C:9]1[CH:14]=[CH:13][C:12]([CH:15]=O)=[C:11]([O:17][CH3:18])[CH:10]=1.N1CCCCC1.C(O)(=O)C.[C:38]([O:44][CH2:45][CH3:46])(=[O:43])[CH2:39][C:40]([CH3:42])=[O:41]. (3) Reactant: O1C=C[C:3](OC[C@@H]2[O:12][C:11](=[O:13])[N:10]([C:14]3C=[C:18](F)[C:17]([C:21]4CCNCC=4)=[C:16](F)[CH:15]=3)C2)=N1.Cl[C:29]([O:31][CH:32](Cl)[CH3:33])=[O:30]. Product: [C:11](=[O:12])([O-:13])[NH2:10].[CH3:33][CH2:32][O:31][C:29]([CH3:3])=[O:30].[CH3:14][CH2:15][CH2:16][CH:17]([CH3:21])[CH3:18]. The catalyst class is: 4. (4) Reactant: [CH2:1]([O:8][C:9]1[CH:14]=[CH:13][C:12]([Br:15])=[CH:11][C:10]=1[CH:16]([C:30]1[CH:35]=[CH:34][CH:33]=[CH:32][CH:31]=1)[CH2:17][CH2:18]OS(C1C=CC(C)=CC=1)(=O)=O)[C:2]1[CH:7]=[CH:6][CH:5]=[CH:4][CH:3]=1.[CH:36]([NH:39][CH:40]([CH3:42])[CH3:41])([CH3:38])[CH3:37].C(Cl)Cl.Cl. Product: [CH:36]([N:39]([CH2:18][CH2:17][CH:16]([C:10]1[CH:11]=[C:12]([Br:15])[CH:13]=[CH:14][C:9]=1[O:8][CH2:1][C:2]1[CH:3]=[CH:4][CH:5]=[CH:6][CH:7]=1)[C:30]1[CH:35]=[CH:34][CH:33]=[CH:32][CH:31]=1)[CH:40]([CH3:42])[CH3:41])([CH3:38])[CH3:37]. The catalyst class is: 47.